Dataset: Forward reaction prediction with 1.9M reactions from USPTO patents (1976-2016). Task: Predict the product of the given reaction. The product is: [ClH:1].[CH2:2]([O:9][NH:10][CH2:17][C:18]1[CH:23]=[CH:22][CH:21]=[CH:20][CH:19]=1)[C:3]1[CH:8]=[CH:7][CH:6]=[CH:5][CH:4]=1. Given the reactants [ClH:1].[CH2:2]([O:9][NH2:10])[C:3]1[CH:8]=[CH:7][CH:6]=[CH:5][CH:4]=1.C(=O)([O-])[O-].[K+].[K+].[CH:17](=O)[C:18]1[CH:23]=[CH:22][CH:21]=[CH:20][CH:19]=1.C[SiH](C)C1C=CC=CC=1.[Ar].FC(F)(F)C(O)=O, predict the reaction product.